From a dataset of Forward reaction prediction with 1.9M reactions from USPTO patents (1976-2016). Predict the product of the given reaction. (1) Given the reactants [I:1][C:2]1[CH:3]=[C:4]([N:8]2[CH2:12][C:11](=[O:13])[NH:10][C:9]2=[O:14])[CH:5]=[CH:6][CH:7]=1.Br[CH2:16][C:17]([NH2:19])=[O:18].[H-].[Na+].P([O-])([O-])([O-])=O, predict the reaction product. The product is: [I:1][C:2]1[CH:3]=[C:4]([N:8]2[CH2:12][C:11](=[O:13])[N:10]([CH2:16][C:17]([NH2:19])=[O:18])[C:9]2=[O:14])[CH:5]=[CH:6][CH:7]=1. (2) Given the reactants [C:1]([O:4][C:5](=[O:7])[CH3:6])(=O)[CH3:2].[CH:8]1[C:13]2[S:14][C:15]3[C:16]4[C:21]([N:22]=[C:23]5[C:28]=3[CH:27]=[CH:26][CH:25]=[CH:24]5)=[CH:20][CH:19]=[CH:18][C:17]=4[C:12]=2C=C(O)[CH:9]=1.N1C=CC=CC=1.O, predict the reaction product. The product is: [C:5]([O:4][C:1]1[CH:9]=[CH:8][C:13]2[S:14][C:15]3[C:16]4[C:21]([N:22]=[C:23]5[C:28]=3[CH:27]=[CH:26][CH:25]=[CH:24]5)=[CH:20][CH:19]=[CH:18][C:17]=4[C:12]=2[CH:2]=1)(=[O:7])[CH3:6]. (3) Given the reactants [NH2:1][CH:2]([C:21]1[CH:22]=[CH:23][C:24]2[O:29][CH2:28][C:27](=[O:30])[NH:26][C:25]=2[CH:31]=1)[CH2:3][N:4]1[CH2:9][CH2:8][N:7]([C:10]2[CH:19]=[CH:18][CH:17]=[C:16]3[C:11]=2[CH:12]=[CH:13][C:14]([CH3:20])=[N:15]3)[CH2:6][CH2:5]1.CN([CH:35]=[O:36])C, predict the reaction product. The product is: [CH3:20][C:14]1[CH:13]=[CH:12][C:11]2[C:16](=[CH:17][CH:18]=[CH:19][C:10]=2[N:7]2[CH2:8][CH2:9][N:4]([CH2:3][CH:2]([NH:1][CH:35]=[O:36])[C:21]3[CH:22]=[CH:23][C:24]4[O:29][CH2:28][C:27](=[O:30])[NH:26][C:25]=4[CH:31]=3)[CH2:5][CH2:6]2)[N:15]=1. (4) Given the reactants [CH3:1][S:2]([C:5]1[CH:10]=[CH:9][C:8]([N:11]2[CH2:26][CH:14]3[CH2:15][N:16](C(OC(C)(C)C)=O)[CH2:17][CH2:18][N:13]3[C:12]2=[O:27])=[CH:7][CH:6]=1)(=[O:4])=[O:3].C(OCC)(=O)C.[ClH:34], predict the reaction product. The product is: [ClH:34].[CH3:1][S:2]([C:5]1[CH:6]=[CH:7][C:8]([N:11]2[CH2:26][CH:14]3[CH2:15][NH:16][CH2:17][CH2:18][N:13]3[C:12]2=[O:27])=[CH:9][CH:10]=1)(=[O:3])=[O:4]. (5) Given the reactants [Br:1][C:2]1[CH:14]=[CH:13][C:5]([O:6][C:7]([CH3:12])([CH3:11])[C:8]([NH2:10])=O)=[CH:4][CH:3]=1, predict the reaction product. The product is: [Br:1][C:2]1[CH:14]=[CH:13][C:5]([O:6][C:7]([CH3:11])([CH3:12])[CH2:8][NH2:10])=[CH:4][CH:3]=1. (6) The product is: [CH3:29][O:28][C:23]1[CH:24]=[CH:25][CH:26]=[CH:27][C:22]=1[C:21]1[C:15]2[C:16](=[N:17][CH:18]=[C:13]([C:9]3[CH:8]=[C:7]([CH:12]=[CH:11][CH:10]=3)[C:6]([OH:30])=[O:5])[CH:14]=2)[NH:19][CH:20]=1. Given the reactants C([O:5][C:6](=[O:30])[C:7]1[CH:12]=[CH:11][CH:10]=[C:9]([C:13]2[CH:14]=[C:15]3[C:21]([C:22]4[CH:27]=[CH:26][CH:25]=[CH:24][C:23]=4[O:28][CH3:29])=[CH:20][NH:19][C:16]3=[N:17][CH:18]=2)[CH:8]=1)(C)(C)C.Br.SCC(O)=O, predict the reaction product.